From a dataset of Forward reaction prediction with 1.9M reactions from USPTO patents (1976-2016). Predict the product of the given reaction. (1) Given the reactants C(OC([N:8]1[CH2:13][CH2:12][CH:11]([O:14][C:15]2[CH:16]=[CH:17][C:18]3[CH:22]([CH2:23][C:24]([O:26][CH2:27][CH3:28])=[O:25])[O:21][B:20]([OH:29])[C:19]=3[CH:30]=2)[CH2:10][CH2:9]1)=O)(C)(C)C.Cl, predict the reaction product. The product is: [CH2:27]([O:26][C:24](=[O:25])[CH2:23][CH:22]1[O:21][B:20]([OH:29])[C:19]2[CH:30]=[C:15]([O:14][CH:11]3[CH2:12][CH2:13][NH:8][CH2:9][CH2:10]3)[CH:16]=[CH:17][C:18]1=2)[CH3:28]. (2) The product is: [NH:13]1[CH:17]=[C:16]([CH2:18][CH2:19][N:20]2[C:23](=[O:24])[C:22]([OH:21])=[C:28]([C:29](=[O:36])[C:30]3[CH:31]=[CH:32][N:33]=[CH:34][CH:35]=3)[CH:1]2[C:3]2[CH:12]=[CH:11][C:6]([C:7]([O:9][CH3:10])=[O:8])=[CH:5][CH:4]=2)[N:15]=[CH:14]1. Given the reactants [CH:1]([C:3]1[CH:12]=[CH:11][C:6]([C:7]([O:9][CH3:10])=[O:8])=[CH:5][CH:4]=1)=O.[NH:13]1[CH:17]=[C:16]([CH2:18][CH2:19][NH2:20])[N:15]=[CH:14]1.[OH:21]/[C:22](=[CH:28]\[C:29](=[O:36])[C:30]1[CH:35]=[CH:34][N:33]=[CH:32][CH:31]=1)/[C:23](OCC)=[O:24], predict the reaction product. (3) The product is: [NH2:15][C:10]1[CH:9]=[C:8]([C:3]([F:18])([C:2]([F:1])([F:19])[F:20])[C:4]([F:5])([F:6])[F:7])[CH:13]=[CH:12][C:11]=1[OH:14]. Given the reactants [F:1][C:2]([F:20])([F:19])[C:3]([F:18])([C:8]1[CH:13]=[CH:12][C:11]([OH:14])=[C:10]([N+:15]([O-])=O)[CH:9]=1)[C:4]([F:7])([F:6])[F:5].[H][H], predict the reaction product. (4) Given the reactants [NH2:1][C:2]1[N:3]([CH3:26])[C:4](=[O:25])[C@:5]([C:18]2[CH:23]=[CH:22][CH:21]=[C:20](Br)[CH:19]=2)([C:7]2[CH:12]=[CH:11][C:10]([O:13][CH:14]([F:16])[F:15])=[C:9]([CH3:17])[CH:8]=2)[N:6]=1.N1CCCC1.[CH:32]#[C:33][CH2:34][CH2:35][CH3:36], predict the reaction product. The product is: [NH2:1][C:2]1[N:3]([CH3:26])[C:4](=[O:25])[C@@:5]([C:7]2[CH:12]=[CH:11][C:10]([O:13][CH:14]([F:16])[F:15])=[C:9]([CH3:17])[CH:8]=2)([C:18]2[CH:23]=[CH:22][CH:21]=[C:20]([C:32]#[C:33][CH2:34][CH2:35][CH3:36])[CH:19]=2)[N:6]=1. (5) Given the reactants [CH3:1][C:2](=[N:4][OH:5])[CH3:3].CC(C)([O-])C.[K+].F[C:13]1[C:18]([C:19]([C:21]2[CH:26]=[CH:25][CH:24]=[CH:23][C:22]=2[CH:27]([O:31][CH2:32][CH3:33])[O:28][CH2:29][CH3:30])=[O:20])=[CH:17][CH:16]=[CH:15][N:14]=1, predict the reaction product. The product is: [CH2:32]([O:31][CH:27]([O:28][CH2:29][CH3:30])[C:22]1[CH:23]=[CH:24][CH:25]=[CH:26][C:21]=1[C:19]([C:18]1[C:13]([O:5][N:4]=[C:2]([CH3:3])[CH3:1])=[N:14][CH:15]=[CH:16][CH:17]=1)=[O:20])[CH3:33]. (6) Given the reactants [Br:1][C:2]1[CH:7]=[CH:6][C:5]([C@H:8]([NH2:10])[CH3:9])=[CH:4][CH:3]=1.[C:11](O[C:11]([O:13][C:14]([CH3:17])([CH3:16])[CH3:15])=[O:12])([O:13][C:14]([CH3:17])([CH3:16])[CH3:15])=[O:12], predict the reaction product. The product is: [Br:1][C:2]1[CH:7]=[CH:6][C:5]([C@H:8]([NH:10][C:11](=[O:12])[O:13][C:14]([CH3:17])([CH3:16])[CH3:15])[CH3:9])=[CH:4][CH:3]=1. (7) Given the reactants [CH2:1]1[CH2:5]OC[CH2:2]1.[CH:6]12BC(C[CH2:12][CH2:13]1)CCC2.Cl[C:16]1[N:21]=[C:20]([C:22]2[CH:39]=[CH:38][C:25]([CH2:26][N:27]3[C:35](=[O:36])[C:34]4[C:29](=[CH:30][CH:31]=[CH:32][CH:33]=4)[C:28]3=[O:37])=[CH:24][CH:23]=2)[CH:19]=[CH:18][CH:17]=1.[F-].[Cs+], predict the reaction product. The product is: [CH2:20]([N:21]([CH2:2][CH2:1][CH3:5])[CH2:12][CH2:13][CH2:6][C:16]1[N:21]=[C:20]([C:22]2[CH:39]=[CH:38][C:25]([CH2:26][N:27]3[C:28](=[O:37])[C:29]4[C:34](=[CH:33][CH:32]=[CH:31][CH:30]=4)[C:35]3=[O:36])=[CH:24][CH:23]=2)[CH:19]=[CH:18][CH:17]=1)[CH2:19][CH3:18]. (8) Given the reactants [NH:1]1[CH2:6][CH2:5][O:4][CH2:3][CH2:2]1.[Br:7][C:8]1[CH:13]=[CH:12][C:11]([CH2:14][C:15](Cl)=[O:16])=[CH:10][CH:9]=1, predict the reaction product. The product is: [Br:7][C:8]1[CH:13]=[CH:12][C:11]([CH2:14][C:15]([N:1]2[CH2:6][CH2:5][O:4][CH2:3][CH2:2]2)=[O:16])=[CH:10][CH:9]=1.